From a dataset of Reaction yield outcomes from USPTO patents with 853,638 reactions. Predict the reaction yield, written as a fraction of the theoretical maximum amount of product (1.0 means a 100% yield; for example, 0.34 means a 34% yield). (1) The reactants are [Li+].CCC[CH2-].[CH3:6][C:7]1[S:8][CH:9]=[CH:10][N:11]=1.[Cl:12][C:13]1[CH:20]=[CH:19][C:16]([C:17]#[N:18])=[CH:15][CH:14]=1. The catalyst is C1COCC1. The product is [Cl:12][C:13]1[CH:20]=[CH:19][C:16](/[C:17](/[NH2:18])=[CH:6]/[C:7]2[S:8][CH:9]=[CH:10][N:11]=2)=[CH:15][CH:14]=1. The yield is 0.310. (2) The reactants are C(OP([CH:9]([C:12]1[CH:17]=[CH:16][C:15]([Br:18])=[CH:14][CH:13]=1)[O:10][CH3:11])(=O)OCC)C.[H-].[Na+].[N:21]1[CH:26]=[CH:25][CH:24]=[N:23][C:22]=1[N:27]1[CH:32]2[CH2:33][CH2:34][CH:28]1[CH2:29][C:30](=O)[CH2:31]2. The catalyst is COCCOC. The product is [Br:18][C:15]1[CH:14]=[CH:13][C:12]([C:9]([O:10][CH3:11])=[C:30]2[CH2:31][CH:32]3[N:27]([C:22]4[N:21]=[CH:26][CH:25]=[CH:24][N:23]=4)[CH:28]([CH2:34][CH2:33]3)[CH2:29]2)=[CH:17][CH:16]=1. The yield is 0.300. (3) The reactants are [Cl:1][C:2]1[CH:11]=[CH:10][C:9]2[C:4](=[C:5]([C:12]([OH:14])=O)[CH:6]=[CH:7][CH:8]=2)[N:3]=1.[NH2:15][C:16]1[C:17]([OH:23])=[N:18][CH:19]=[CH:20][C:21]=1[OH:22].CN(C(ON1N=NC2C=CC=NC1=2)=[N+](C)C)C.F[P-](F)(F)(F)(F)F.C(N(C(C)C)C(C)C)C. The catalyst is CN(C=O)C.CCOC(C)=O. The product is [Cl:1][C:2]1[CH:11]=[CH:10][C:9]2[C:4](=[C:5]([C:12]([NH:15][C:16]3[C:17]([OH:23])=[N:18][CH:19]=[CH:20][C:21]=3[OH:22])=[O:14])[CH:6]=[CH:7][CH:8]=2)[N:3]=1. The yield is 0.240. (4) The catalyst is C([SiH](CC)CC)C.C(Cl)Cl. The yield is 0.650. The reactants are [Br:1][C:2]1[N:3]=[C:4]([NH:16][CH2:17][C@@H:18]([NH:30]C(=O)OC(C)(C)C)[CH2:19][C:20]2[CH:25]=[CH:24][C:23]([C:26]([F:29])([F:28])[F:27])=[CH:22][CH:21]=2)[S:5][C:6]=1[C:7]1[S:8][C:9]2[CH:10]=[N:11][CH:12]=[CH:13][C:14]=2[N:15]=1.C(O)(C(F)(F)F)=O.CO. The product is [NH2:30][C@@H:18]([CH2:19][C:20]1[CH:25]=[CH:24][C:23]([C:26]([F:27])([F:29])[F:28])=[CH:22][CH:21]=1)[CH2:17][NH:16][C:4]1[S:5][C:6]([C:7]2[S:8][C:9]3[CH:10]=[N:11][CH:12]=[CH:13][C:14]=3[N:15]=2)=[C:2]([Br:1])[N:3]=1. (5) The reactants are [OH:1][N:2]=[C:3]([NH2:30])[C:4]1[CH:9]=[CH:8][C:7]([C:10]2[C:11]([O:17][CH2:18][C@H:19]3[CH2:21][C@@H:20]3[C:22]3[CH:27]=[CH:26][C:25]([O:28][CH3:29])=[CH:24][N:23]=3)=[N:12][C:13]([CH3:16])=[N:14][CH:15]=2)=[CH:6][CH:5]=1.[C:31](OC(=O)C)(=O)[CH3:32].C(O)(=O)C.O. The catalyst is C1COCC1. The product is [CH3:29][O:28][C:25]1[CH:26]=[CH:27][C:22]([C@H:20]2[CH2:21][C@@H:19]2[CH2:18][O:17][C:11]2[C:10]([C:7]3[CH:8]=[CH:9][C:4]([C:3]4[N:30]=[C:31]([CH3:32])[O:1][N:2]=4)=[CH:5][CH:6]=3)=[CH:15][N:14]=[C:13]([CH3:16])[N:12]=2)=[N:23][CH:24]=1. The yield is 0.480. (6) The catalyst is CCO. The yield is 0.960. The reactants are CCN(/[CH:6]=[C:7](/[C:11]([O:13][CH2:14][CH3:15])=[O:12])\[C:8]([CH3:10])=O)CC.Cl.[C:17]([NH:21][NH2:22])([CH3:20])([CH3:19])[CH3:18]. The product is [C:17]([N:21]1[C:8]([CH3:10])=[C:7]([C:11]([O:13][CH2:14][CH3:15])=[O:12])[CH:6]=[N:22]1)([CH3:20])([CH3:19])[CH3:18]. (7) The reactants are [NH2:1][C:2]1[CH:11]=[C:10]([C:12]([O:14][CH3:15])=[O:13])[CH:9]=[CH:8][C:3]=1[C:4]([O:6]C)=O.[Cl:16][CH2:17][C:18]#[N:19]. The catalyst is Cl.O1CCOCC1. The product is [Cl:16][CH2:17][C:18]1[NH:19][C:4](=[O:6])[C:3]2[C:2](=[CH:11][C:10]([C:12]([O:14][CH3:15])=[O:13])=[CH:9][CH:8]=2)[N:1]=1. The yield is 0.880. (8) The reactants are [F:1][C:2]1[CH:10]=[CH:9]C(C(O)=O)=C[C:3]=1[CH3:11].[CH3:12][N:13]([C:15]([O:19]N1N=NC2C=CC=CC1=2)=[N+](C)C)C.[B-](F)(F)(F)F.CN1CCOCC1.[CH:41]1([C@H:44](NC)[CH2:45][N:46]2[CH2:49][CH:48]([OH:50])[CH2:47]2)[CH2:43][CH2:42]1. The catalyst is CN(C=O)C.C(Cl)Cl. The product is [CH:41]1([C:44]2([CH:9]=[CH:10][C:2]([F:1])=[C:3]([CH3:11])[CH:45]2[N:46]2[CH2:47][CH:48]([OH:50])[CH2:49]2)[C:15]([NH:13][CH3:12])=[O:19])[CH2:42][CH2:43]1. The yield is 0.300.